From a dataset of Retrosynthesis with 50K atom-mapped reactions and 10 reaction types from USPTO. Predict the reactants needed to synthesize the given product. (1) Given the product COc1ccc(C=C2C(=O)Nc3ccc(Cl)cc32)cc1C(C)C, predict the reactants needed to synthesize it. The reactants are: COc1ccc(C=O)cc1C(C)C.O=C1Cc2cc(Cl)ccc2N1. (2) Given the product O=C1CCC(CO)CC1, predict the reactants needed to synthesize it. The reactants are: OCC1CCC2(CC1)OCCO2. (3) Given the product Cc1cc(OCC#Cc2cc(C#CCN3CCCCC3)cc(C#Cc3ccc(C(F)(F)F)cc3)c2)ccc1OCC(=O)O, predict the reactants needed to synthesize it. The reactants are: COC(=O)COc1ccc(OCC#Cc2cc(C#CCN3CCCCC3)cc(C#Cc3ccc(C(F)(F)F)cc3)c2)cc1C. (4) Given the product O=C(NCC1CCN(Cc2ccccc2)CC1)c1c[nH]c2ccccc12, predict the reactants needed to synthesize it. The reactants are: NCC1CCN(Cc2ccccc2)CC1.O=C(O)c1c[nH]c2ccccc12. (5) Given the product CCCC(C(=O)O)c1c(C)nc2cc(C(C)(C)C)nn2c1-c1ccc2c(c1)CCN2C, predict the reactants needed to synthesize it. The reactants are: CCCC(C(=O)OC)c1c(C)nc2cc(C(C)(C)C)nn2c1-c1ccc2c(c1)CCN2C. (6) Given the product CON(C)C(=O)Nc1ccc(OCc2ccc(Cl)c(Cl)c2)cc1, predict the reactants needed to synthesize it. The reactants are: CON(C)C(=O)Cl.Nc1ccc(OCc2ccc(Cl)c(Cl)c2)cc1.